This data is from Catalyst prediction with 721,799 reactions and 888 catalyst types from USPTO. The task is: Predict which catalyst facilitates the given reaction. (1) Reactant: [Si]([O:8][CH2:9][C:10]1[CH:11]=[C:12]2[C:17](=[N:18][C:19]=1[CH:20](OC)[O:21]C)[N:16]([C:25]([NH:27][C:28]1[N:33]=[C:32]([O:34][C@H:35]3[CH2:39][CH2:38][O:37][CH2:36]3)[C:31]([C:40]#[N:41])=[CH:30][N:29]=1)=[O:26])[CH2:15][CH2:14][CH2:13]2)(C(C)(C)C)(C)C.Cl. Product: [C:40]([C:31]1[C:32]([O:34][C@H:35]2[CH2:39][CH2:38][O:37][CH2:36]2)=[N:33][C:28]([NH:27][C:25]([N:16]2[C:17]3[C:12](=[CH:11][C:10]([CH2:9][OH:8])=[C:19]([CH:20]=[O:21])[N:18]=3)[CH2:13][CH2:14][CH2:15]2)=[O:26])=[N:29][CH:30]=1)#[N:41]. The catalyst class is: 20. (2) Reactant: C([O:3][C:4]1[CH2:9][CH:8]([CH2:10][CH:11]([S:13][CH3:14])[CH3:12])[CH2:7][C:6](=[O:15])[CH:5]=1)C. Product: [CH3:14][S:13][CH:11]([CH3:12])[CH2:10][CH:8]1[CH2:9][C:4](=[O:3])[CH2:5][C:6](=[O:15])[CH2:7]1. The catalyst class is: 33. (3) Reactant: [C:1]1(=[O:11])[O:6][C:4](=O)[C:3]2=[CH:7][CH:8]=[CH:9][CH:10]=[C:2]12.[NH2:12][C:13]1[CH:18]=[C:17]([S:19]([CH3:22])(=[O:21])=[O:20])[CH:16]=[CH:15][C:14]=1[OH:23].O. Product: [OH:23][C:14]1[CH:15]=[CH:16][C:17]([S:19]([CH3:22])(=[O:21])=[O:20])=[CH:18][C:13]=1[N:12]1[C:1](=[O:11])[C:2]2[C:3](=[CH:7][CH:8]=[CH:9][CH:10]=2)[C:4]1=[O:6]. The catalyst class is: 15. (4) Reactant: C(Cl)(=O)C(Cl)=O.CS(C)=O.[CH:11]12[CH2:17][CH:14]([CH2:15][CH2:16]1)[CH2:13][CH:12]2[CH2:18][OH:19].C(N(CC)CC)C. Product: [CH:11]12[CH2:17][CH:14]([CH2:15][CH2:16]1)[CH2:13][CH:12]2[CH:18]=[O:19]. The catalyst class is: 4. (5) Reactant: [CH2:1]([O:8][C:9]1[CH:14]=[CH:13][N:12]([CH2:15][C:16]([C:18]2[CH:23]=[CH:22][C:21]([CH2:24]Br)=[CH:20][C:19]=2[CH3:26])=[O:17])[C:11](=[O:27])[CH:10]=1)[C:2]1[CH:7]=[CH:6][CH:5]=[CH:4][CH:3]=1.[OH:28][C:29]1([CH3:34])[CH2:33][CH2:32][NH:31][CH2:30]1.C([O-])([O-])=O.[K+].[K+]. Product: [CH2:1]([O:8][C:9]1[CH:14]=[CH:13][N:12]([CH2:15][C:16]([C:18]2[CH:23]=[CH:22][C:21]([CH2:24][N:31]3[CH2:32][CH2:33][C:29]([OH:28])([CH3:34])[CH2:30]3)=[CH:20][C:19]=2[CH3:26])=[O:17])[C:11](=[O:27])[CH:10]=1)[C:2]1[CH:7]=[CH:6][CH:5]=[CH:4][CH:3]=1. The catalyst class is: 3. (6) Reactant: [OH-].[NH4+:2].[Br:3][C:4]1[CH:9]=[CH:8][C:7]([S:10](Cl)(=[O:12])=[O:11])=[C:6]([F:14])[CH:5]=1. Product: [Br:3][C:4]1[CH:9]=[CH:8][C:7]([S:10]([NH2:2])(=[O:12])=[O:11])=[C:6]([F:14])[CH:5]=1. The catalyst class is: 4.